Dataset: Forward reaction prediction with 1.9M reactions from USPTO patents (1976-2016). Task: Predict the product of the given reaction. (1) Given the reactants [Cl:1][C:2]1[C:7]([Cl:8])=[C:6]([NH2:9])[C:5]([Cl:10])=[CH:4][N:3]=1.Cl[C:12]1[C:21]2[C:16](=[C:17]([O:24][CH:25]3[CH2:29][CH2:28][CH2:27][CH2:26]3)[C:18]([O:22][CH3:23])=[CH:19][CH:20]=2)[N:15]=[CH:14][CH:13]=1, predict the reaction product. The product is: [CH:25]1([O:24][C:17]2[C:18]([O:22][CH3:23])=[CH:19][CH:20]=[C:21]3[C:16]=2[N:15]=[CH:14][CH:13]=[C:12]3[NH:9][C:6]2[C:5]([Cl:10])=[CH:4][N:3]=[C:2]([Cl:1])[C:7]=2[Cl:8])[CH2:26][CH2:27][CH2:28][CH2:29]1. (2) Given the reactants [Cl:1][C:2]1[CH:3]=[C:4]([NH:8][C:9](=[O:24])[CH2:10][N:11]2[CH2:16][CH2:15][N:14](C(OC(C)(C)C)=O)[CH2:13][CH2:12]2)[CH:5]=[CH:6][CH:7]=1.[F:25][C:26]([F:31])([F:30])[C:27]([OH:29])=[O:28], predict the reaction product. The product is: [F:25][C:26]([F:31])([F:30])[C:27]([OH:29])=[O:28].[Cl:1][C:2]1[CH:3]=[C:4]([NH:8][C:9](=[O:24])[CH2:10][N:11]2[CH2:12][CH2:13][NH:14][CH2:15][CH2:16]2)[CH:5]=[CH:6][CH:7]=1.